Dataset: Reaction yield outcomes from USPTO patents with 853,638 reactions. Task: Predict the reaction yield, written as a fraction of the theoretical maximum amount of product (1.0 means a 100% yield; for example, 0.34 means a 34% yield). The reactants are [Cl:1][C:2]1[CH:3]=[C:4]([C@H:9]([OH:23])[C@@H:10]2[CH2:15][CH2:14][CH2:13][N:12]([C:16]([O:18][C:19]([CH3:22])([CH3:21])[CH3:20])=[O:17])[CH2:11]2)[CH:5]=[CH:6][C:7]=1[F:8].[H-].[Na+].Br[CH2:27][C:28]#[N:29]. The catalyst is CC#N. The product is [Cl:1][C:2]1[CH:3]=[C:4]([C@H:9]([O:23][CH2:27][C:28]#[N:29])[C@@H:10]2[CH2:15][CH2:14][CH2:13][N:12]([C:16]([O:18][C:19]([CH3:20])([CH3:22])[CH3:21])=[O:17])[CH2:11]2)[CH:5]=[CH:6][C:7]=1[F:8]. The yield is 1.00.